Regression. Given a peptide amino acid sequence and an MHC pseudo amino acid sequence, predict their binding affinity value. This is MHC class II binding data. From a dataset of Peptide-MHC class II binding affinity with 134,281 pairs from IEDB. (1) The peptide sequence is FVRIQPGQTFSVLAC. The MHC is DRB1_1501 with pseudo-sequence DRB1_1501. The binding affinity (normalized) is 0.551. (2) The peptide sequence is SCLDGKLCLMKAQPT. The MHC is DRB1_0701 with pseudo-sequence DRB1_0701. The binding affinity (normalized) is 0.624.